From a dataset of Forward reaction prediction with 1.9M reactions from USPTO patents (1976-2016). Predict the product of the given reaction. (1) The product is: [S:18]1[C:22]2[CH:23]=[CH:24][CH:25]=[CH:26][C:21]=2[N:20]=[C:19]1[CH2:27][NH:28][C:15]([C:4]1[C:3]2[C:7](=[CH:8][CH:9]=[CH:10][C:2]=2[Cl:1])[N:6]([CH2:11][CH2:12][O:13][CH3:14])[CH:5]=1)=[O:17]. Given the reactants [Cl:1][C:2]1[CH:10]=[CH:9][CH:8]=[C:7]2[C:3]=1[C:4]([C:15]([OH:17])=O)=[CH:5][N:6]2[CH2:11][CH2:12][O:13][CH3:14].[S:18]1[C:22]2[CH:23]=[CH:24][CH:25]=[CH:26][C:21]=2[N:20]=[C:19]1[CH2:27][NH2:28].Cl.CN(C)CCCN=C=NCC.N1(O)C2C=CC=CC=2N=N1.CCN(C(C)C)C(C)C, predict the reaction product. (2) Given the reactants S(C)[CH3:2].[C:4]1([CH3:10])[CH:9]=[CH:8][CH:7]=[CH:6][CH:5]=1.[C:11]([O-:14])([O-])=O.[K+].[K+].[CH2:17]1[CH2:21][O:20][CH2:19][CH2:18]1, predict the reaction product. The product is: [CH:17]1([CH2:21][O:20][CH2:19][CH2:10][C:4]2[CH:9]=[CH:8][C:7]([CH2:11][OH:14])=[CH:6][CH:5]=2)[CH2:18][CH2:2]1. (3) Given the reactants [C:1](=[N:14][C:15]1[C:20]([F:21])=[CH:19][CH:18]=[CH:17][N:16]=1)([C:8]1C=CC=CC=1)C1C=CC=CC=1.C(OC(OCC)CBr)C.Br.O, predict the reaction product. The product is: [F:21][C:20]1[C:15]2[N:16]([CH:8]=[CH:1][N:14]=2)[CH:17]=[CH:18][CH:19]=1.